This data is from Peptide-MHC class II binding affinity with 134,281 pairs from IEDB. The task is: Regression. Given a peptide amino acid sequence and an MHC pseudo amino acid sequence, predict their binding affinity value. This is MHC class II binding data. The peptide sequence is SRMSMAMGTMAGCGY. The MHC is DRB3_0202 with pseudo-sequence DRB3_0202. The binding affinity (normalized) is 0.378.